From a dataset of Forward reaction prediction with 1.9M reactions from USPTO patents (1976-2016). Predict the product of the given reaction. (1) Given the reactants [NH2:1][C:2]1[CH:17]=[CH:16][CH:15]=[C:14]([Cl:18])[C:3]=1[C:4]([NH:6][C:7]1[CH:12]=[CH:11][CH:10]=[CH:9][C:8]=1[F:13])=[O:5].[Cl:19][CH2:20][C:21](Cl)=O, predict the reaction product. The product is: [Cl:18][C:14]1[CH:15]=[CH:16][CH:17]=[C:2]2[C:3]=1[C:4](=[O:5])[N:6]([C:7]1[CH:12]=[CH:11][CH:10]=[CH:9][C:8]=1[F:13])[C:21]([CH2:20][Cl:19])=[N:1]2. (2) Given the reactants [C:1]1([C:7]2[CH:11]=[C:10]([CH2:12][CH2:13][CH:14]=O)[O:9][N:8]=2)[CH:6]=[CH:5][CH:4]=[CH:3][CH:2]=1.[F:16][C:17]([F:32])([F:31])[C:18]1[CH:30]=[CH:29][CH:28]=[CH:27][C:19]=1[CH2:20][N:21]1[CH2:26][CH2:25][NH:24][CH2:23][CH2:22]1.[BH-](OC(C)=O)(OC(C)=O)OC(C)=O.[Na+].C(Cl)[Cl:48], predict the reaction product. The product is: [Cl:48][C:4]1[CH:5]=[CH:6][C:1]([C:7]2[CH:11]=[C:10]([CH2:12][CH2:13][CH2:14][N:24]3[CH2:23][CH2:22][N:21]([CH2:20][C:19]4[CH:27]=[CH:28][CH:29]=[CH:30][C:18]=4[C:17]([F:16])([F:31])[F:32])[CH2:26][CH2:25]3)[O:9][N:8]=2)=[CH:2][CH:3]=1. (3) The product is: [F:40][C:2]([F:1])([F:39])[O:3][C:4]1[CH:5]=[CH:6][C:7]([CH:10]2[C:14]3[C:15]([CH3:35])=[C:16]([N:21]4[CH2:22][CH2:23][N:24]([C:27]5[CH:32]=[CH:31][C:30]([O:33][CH3:34])=[CH:29][CH:28]=5)[CH2:25][CH2:26]4)[C:17]([CH3:20])=[C:18]([CH3:19])[C:13]=3[O:12][C:11]2([CH3:36])[CH3:37])=[CH:8][CH:9]=1. Given the reactants [F:1][C:2]([F:40])([F:39])[O:3][C:4]1[CH:9]=[CH:8][C:7]([C:10]2(O)[C:14]3[C:15]([CH3:35])=[C:16]([N:21]4[CH2:26][CH2:25][N:24]([C:27]5[CH:32]=[CH:31][C:30]([O:33][CH3:34])=[CH:29][CH:28]=5)[CH2:23][CH2:22]4)[C:17]([CH3:20])=[C:18]([CH3:19])[C:13]=3[O:12][C:11]2([CH3:37])[CH3:36])=[CH:6][CH:5]=1, predict the reaction product. (4) Given the reactants [C:1]([O:5][C:6]([N:8]1[CH2:12][C@@H:11]([O:13][CH2:14][C:15]2[CH:20]=[CH:19][C:18]([C:21]([O:23][CH3:24])=[O:22])=[CH:17][CH:16]=2)[CH2:10][C@H:9]1[C:25]([OH:27])=O)=[O:7])([CH3:4])([CH3:3])[CH3:2].C(Cl)CCl.N1C2C(=NC=CC=2)N(O)N=1.[C@H:42]1([NH2:52])[C:51]2[C:46](=[CH:47][CH:48]=[CH:49][CH:50]=2)[CH2:45][CH2:44][CH2:43]1.CN1CCOCC1, predict the reaction product. The product is: [CH3:24][O:23][C:21]([C:18]1[CH:17]=[CH:16][C:15]([CH2:14][O:13][C@@H:11]2[CH2:12][N:8]([C:6]([O:5][C:1]([CH3:2])([CH3:4])[CH3:3])=[O:7])[C@H:9]([C:25](=[O:27])[NH:52][C@H:42]3[C:51]4[C:46](=[CH:47][CH:48]=[CH:49][CH:50]=4)[CH2:45][CH2:44][CH2:43]3)[CH2:10]2)=[CH:20][CH:19]=1)=[O:22]. (5) Given the reactants [O:1]=[S:2]1(=[O:8])[CH2:7][CH2:6][CH2:5][CH2:4][NH:3]1.[H-].[Na+].F[C:12]1[CH:19]=[CH:18][CH:17]=[CH:16][C:13]=1[C:14]#[N:15], predict the reaction product. The product is: [O:1]=[S:2]1(=[O:8])[CH2:7][CH2:6][CH2:5][CH2:4][N:3]1[C:12]1[CH:19]=[CH:18][CH:17]=[CH:16][C:13]=1[C:14]#[N:15]. (6) Given the reactants [NH2:1][C:2]1[C:3]2[N:4]([C:8]([CH:37]3[CH2:40][CH2:39][CH2:38]3)=[N:9][C:10]=2[C:11]2[CH:12]=[C:13]([CH:34]=[CH:35][CH:36]=2)[O:14][CH2:15][C:16]2[CH:17]=[C:18]([CH:31]=[CH:32][CH:33]=2)[CH2:19][N:20]2C(=O)C3C(=CC=CC=3)C2=O)[CH:5]=[CH:6][N:7]=1.NN, predict the reaction product. The product is: [NH2:20][CH2:19][C:18]1[CH:17]=[C:16]([CH:33]=[CH:32][CH:31]=1)[CH2:15][O:14][C:13]1[CH:12]=[C:11]([C:10]2[N:9]=[C:8]([CH:37]3[CH2:40][CH2:39][CH2:38]3)[N:4]3[CH:5]=[CH:6][N:7]=[C:2]([NH2:1])[C:3]=23)[CH:36]=[CH:35][CH:34]=1. (7) Given the reactants [F:1][C:2]([F:6])([F:5])[CH2:3][NH2:4].[Cl:7][C:8]1[CH:9]=[C:10]2[C:14](=[CH:15][CH:16]=1)[N:13]([C:17]1[N:21]([CH3:22])[N:20]=[C:19]([CH3:23])[C:18]=1[CH2:24][CH2:25][S:26]([NH2:29])(=[O:28])=[O:27])[CH:12]=[CH:11]2.N12CCCN=C1CCCCC2.[Cl-].[NH4+].CN(C)[CH:45]=[O:46], predict the reaction product. The product is: [Cl:7][C:8]1[CH:9]=[C:10]2[C:14](=[CH:15][CH:16]=1)[N:13]([C:17]1[N:21]([CH3:22])[N:20]=[C:19]([CH3:23])[C:18]=1[CH2:24][CH2:25][S:26]([NH:29][C:45]([NH:4][CH2:3][C:2]([F:6])([F:5])[F:1])=[O:46])(=[O:28])=[O:27])[CH:12]=[CH:11]2. (8) Given the reactants C(O[C:5](=[O:7])[CH3:6])(=O)C.[N+:8]([C:11]1[CH:16]=[CH:15][C:14]([N:17]2[CH2:20][CH:19]([NH2:21])[CH2:18]2)=[CH:13][CH:12]=1)([O-:10])=[O:9], predict the reaction product. The product is: [N+:8]([C:11]1[CH:12]=[CH:13][C:14]([N:17]2[CH2:18][CH:19]([NH:21][C:5](=[O:7])[CH3:6])[CH2:20]2)=[CH:15][CH:16]=1)([O-:10])=[O:9].